Dataset: Forward reaction prediction with 1.9M reactions from USPTO patents (1976-2016). Task: Predict the product of the given reaction. (1) Given the reactants [F:1][C:2]1[C:15]([N:16]=[C:17]=S)=[C:14]([F:19])[CH:13]=[CH:12][C:3]=1[CH2:4][NH:5][C:6](=[O:11])[C:7]([CH3:10])([CH3:9])[CH3:8].[NH2:20][C:21]1[C:22]([NH:45][CH3:46])=[N:23][C:24]([O:40][CH2:41][CH:42]([F:44])[F:43])=[C:25]([CH:39]=1)[C:26]([NH:28][C@H:29]1[CH2:34][CH2:33][C@H:32]([C:35]([F:38])([F:37])[F:36])[CH2:31][CH2:30]1)=[O:27].CC(C)N=C=NC(C)C, predict the reaction product. The product is: [F:1][C:2]1[C:15]([NH:16][C:17]2[N:45]([CH3:46])[C:22]3=[N:23][C:24]([O:40][CH2:41][CH:42]([F:44])[F:43])=[C:25]([C:26](=[O:27])[NH:28][C@H:29]4[CH2:30][CH2:31][C@H:32]([C:35]([F:37])([F:36])[F:38])[CH2:33][CH2:34]4)[CH:39]=[C:21]3[N:20]=2)=[C:14]([F:19])[CH:13]=[CH:12][C:3]=1[CH2:4][NH:5][C:6](=[O:11])[C:7]([CH3:10])([CH3:9])[CH3:8]. (2) The product is: [CH3:1][O:2][C:3]1[CH:4]=[CH:5][C:6]([C:9]2[O:13][C:12]([NH:14][C:15]3[CH:20]=[CH:19][CH:18]=[CH:17][CH:16]=3)=[N:11][C:10]=2[C:21]([OH:23])=[O:22])=[CH:7][CH:8]=1. Given the reactants [CH3:1][O:2][C:3]1[CH:8]=[CH:7][C:6]([C:9]2[O:13][C:12]([NH:14][C:15]3[CH:20]=[CH:19][CH:18]=[CH:17][CH:16]=3)=[N:11][C:10]=2[C:21]([O:23]CC)=[O:22])=[CH:5][CH:4]=1.[OH-].[K+], predict the reaction product. (3) Given the reactants Br[CH:2]([C:4]1[O:5][C:6](=[O:20])[C:7]2[C:12]([C:13]=1[C:14]1[CH:19]=[CH:18][CH:17]=[CH:16][CH:15]=1)=[CH:11][CH:10]=[CH:9][CH:8]=2)[CH3:3].[N:21]1[C:29]([NH2:30])=[C:28]2[C:24]([NH:25][CH:26]=[N:27]2)=[N:23][C:22]=1[NH2:31], predict the reaction product. The product is: [NH2:31][C:22]1[N:23]=[C:24]2[C:28]([N:27]=[CH:26][N:25]2[CH:2]([C:4]2[O:5][C:6](=[O:20])[C:7]3[C:12]([C:13]=2[C:14]2[CH:19]=[CH:18][CH:17]=[CH:16][CH:15]=2)=[CH:11][CH:10]=[CH:9][CH:8]=3)[CH3:3])=[C:29]([NH2:30])[N:21]=1. (4) Given the reactants [OH:1][C:2]1[CH:7]=[CH:6][C:5]([CH3:8])=[CH:4][C:3]=1[C:9](=[O:11])[CH3:10].[OH-].[Na+].S(OCC)(O[CH2:18][CH3:19])(=O)=O, predict the reaction product. The product is: [CH2:18]([O:1][C:2]1[CH:7]=[CH:6][C:5]([CH3:8])=[CH:4][C:3]=1[C:9](=[O:11])[CH3:10])[CH3:19]. (5) Given the reactants [Cl:1][C:2]1[CH:3]=[C:4]([CH2:8][CH2:9][OH:10])[CH:5]=[CH:6][CH:7]=1.[OH-].C([N+](C)(C)C)C1C=CC=CC=1.[C:23]([O:27][C:28]([CH3:31])([CH3:30])[CH3:29])(=[O:26])[CH:24]=[CH2:25], predict the reaction product. The product is: [Cl:1][C:2]1[CH:3]=[C:4]([CH2:8][CH2:9][O:10][CH2:25][CH2:24][C:23]([O:27][C:28]([CH3:31])([CH3:30])[CH3:29])=[O:26])[CH:5]=[CH:6][CH:7]=1. (6) The product is: [C:11]([O:15][C:16](=[O:31])[CH2:17][CH2:18][N:19]([C:23]1[CH:28]=[CH:27][C:26]([Cl:29])=[C:25]([Cl:30])[CH:24]=1)[CH2:20][CH:21]=[O:22])([CH3:14])([CH3:12])[CH3:13]. Given the reactants C(Cl)(=O)C(Cl)=O.CS(C)=O.[C:11]([O:15][C:16](=[O:31])[CH2:17][CH2:18][N:19]([C:23]1[CH:28]=[CH:27][C:26]([Cl:29])=[C:25]([Cl:30])[CH:24]=1)[CH2:20][CH2:21][OH:22])([CH3:14])([CH3:13])[CH3:12].C(N(CC)CC)C.OP([O-])(O)=O.[K+], predict the reaction product. (7) Given the reactants F[C:2]1[CH:9]=[CH:8][CH:7]=[CH:6][C:3]=1[CH:4]=[O:5].[NH:10]1[CH2:15][CH2:14][O:13][CH2:12][CH2:11]1.C(=O)([O-])[O-].[K+].[K+].[BH4-].[Na+], predict the reaction product. The product is: [N:10]1([C:2]2[CH:9]=[CH:8][CH:7]=[CH:6][C:3]=2[CH2:4][OH:5])[CH2:15][CH2:14][O:13][CH2:12][CH2:11]1. (8) The product is: [F:1][C:2]1[CH:22]=[CH:21][C:5]([CH2:6][CH:7]2[CH2:16][C:15]3[C:10](=[CH:11][CH:12]=[CH:13][CH:14]=3)[CH2:9][N:8]2[CH2:17][CH2:18][CH2:19][NH:20][C:33]([NH:32][C:29]2[CH:28]=[CH:27][C:26]([N+:23]([O-:25])=[O:24])=[CH:31][CH:30]=2)=[O:34])=[CH:4][CH:3]=1. Given the reactants [F:1][C:2]1[CH:22]=[CH:21][C:5]([CH2:6][CH:7]2[CH2:16][C:15]3[C:10](=[CH:11][CH:12]=[CH:13][CH:14]=3)[CH2:9][N:8]2[CH2:17][CH2:18][CH2:19][NH2:20])=[CH:4][CH:3]=1.[N+:23]([C:26]1[CH:31]=[CH:30][C:29]([N:32]=[C:33]=[O:34])=[CH:28][CH:27]=1)([O-:25])=[O:24], predict the reaction product. (9) Given the reactants Cl[C:2]1[N:3]=[CH:4][C:5]2[C:9]([NH:11][C:12]3[CH:16]=[C:15]([CH3:17])[NH:14][N:13]=3)([N:10]=1)[N:8]=[CH:7][N:6]=2.[CH3:18][CH:19]1[CH2:24][CH2:23][NH:22][CH2:21][CH2:20]1.C(=O)([O-])[O-].[K+].[K+], predict the reaction product. The product is: [CH3:18][CH:19]1[CH2:24][CH2:23][N:22]([C:2]2[N:3]=[CH:4][C:5]3[C:9]([NH:11][C:12]4[NH:13][N:14]=[C:15]([CH3:17])[CH:16]=4)([N:10]=2)[N:8]=[CH:7][N:6]=3)[CH2:21][CH2:20]1.